Dataset: Catalyst prediction with 721,799 reactions and 888 catalyst types from USPTO. Task: Predict which catalyst facilitates the given reaction. (1) Reactant: [CH2:1]([O:8][C@H:9]([CH2:14][CH2:15][CH2:16][CH2:17][CH2:18][CH2:19][CH2:20][CH2:21][CH2:22][CH2:23][CH3:24])[CH2:10][C:11]([OH:13])=[O:12])[C:2]1[CH:7]=[CH:6][CH:5]=[CH:4][CH:3]=1.C1CCC(N=C=NC2CCCCC2)CC1.[CH2:40]([O:43][C:44]([O:46][C@H:47]1[C@H:52]([O:53][P:54]2(=[O:65])[O:60][CH2:59][C:58]3[CH:61]=[CH:62][CH:63]=[CH:64][C:57]=3[CH2:56][O:55]2)[C@@H:51]([CH2:66][O:67][CH2:68][C:69]2[CH:74]=[CH:73][CH:72]=[CH:71][CH:70]=2)[O:50][C@@H:49]([O:75][CH2:76][C@H:77]2[O:90][C@@H:81]([O:82][Si:83]([C:86]([CH3:89])([CH3:88])[CH3:87])([CH3:85])[CH3:84])[C@H:80]([N:91]=[N+:92]=[N-:93])[C@@H:79](O)[C@@H:78]2[O:95][CH2:96][C:97]2[CH:102]=[CH:101][CH:100]=[CH:99][CH:98]=2)[C@@H:48]1[NH:103][C:104](=[O:132])[CH2:105][C@H:106]([O:118][C:119](=[O:131])[CH2:120][CH2:121][CH2:122][CH2:123][CH2:124][CH2:125][CH2:126][CH2:127][CH2:128][CH2:129][CH3:130])[CH2:107][CH2:108][CH2:109][CH2:110][CH2:111][CH2:112][CH2:113][CH2:114][CH2:115][CH2:116][CH3:117])=[O:45])[CH:41]=[CH2:42]. Product: [CH2:40]([O:43][C:44]([O:46][C@H:47]1[C@H:52]([O:53][P:54]2(=[O:65])[O:60][CH2:59][C:58]3[CH:61]=[CH:62][CH:63]=[CH:64][C:57]=3[CH2:56][O:55]2)[C@@H:51]([CH2:66][O:67][CH2:68][C:69]2[CH:70]=[CH:71][CH:72]=[CH:73][CH:74]=2)[O:50][C@@H:49]([O:75][CH2:76][C@H:77]2[O:90][C@@H:81]([O:82][Si:83]([C:86]([CH3:87])([CH3:89])[CH3:88])([CH3:84])[CH3:85])[C@H:80]([N:91]=[N+:92]=[N-:93])[C@@H:79]([O:12][C:11](=[O:13])[CH2:10][C@H:9]([O:8][CH2:1][C:2]3[CH:7]=[CH:6][CH:5]=[CH:4][CH:3]=3)[CH2:14][CH2:15][CH2:16][CH2:17][CH2:18][CH2:19][CH2:20][CH2:21][CH2:22][CH2:23][CH3:24])[C@@H:78]2[O:95][CH2:96][C:97]2[CH:98]=[CH:99][CH:100]=[CH:101][CH:102]=2)[C@@H:48]1[NH:103][C:104](=[O:132])[CH2:105][C@H:106]([O:118][C:119](=[O:131])[CH2:120][CH2:121][CH2:122][CH2:123][CH2:124][CH2:125][CH2:126][CH2:127][CH2:128][CH2:129][CH3:130])[CH2:107][CH2:108][CH2:109][CH2:110][CH2:111][CH2:112][CH2:113][CH2:114][CH2:115][CH2:116][CH3:117])=[O:45])[CH:41]=[CH2:42]. The catalyst class is: 64. (2) Reactant: [Cl:1][C:2]1[CH:10]=[C:9]2[C:5]([C:6]([CH2:18][C:19]3[CH:24]=[CH:23][CH:22]=[C:21]([Cl:25])[CH:20]=3)([CH:12]3[CH2:17][CH2:16][CH2:15][NH:14][CH2:13]3)[C:7](=[O:11])[NH:8]2)=[CH:4][CH:3]=1.C(N(CC)CC)C.[N:33]([CH3:36])=[C:34]=[O:35]. The catalyst class is: 4. Product: [CH3:36][NH:33][C:34]([N:14]1[CH2:15][CH2:16][CH2:17][CH:12]([C:6]2([CH2:18][C:19]3[CH:24]=[CH:23][CH:22]=[C:21]([Cl:25])[CH:20]=3)[C:5]3[C:9](=[CH:10][C:2]([Cl:1])=[CH:3][CH:4]=3)[NH:8][C:7]2=[O:11])[CH2:13]1)=[O:35]. (3) Reactant: C(N(C(C)C)CC)(C)C.[F:10][C:11]1[CH:16]=[CH:15][C:14]([CH2:17][NH2:18])=[CH:13][CH:12]=1.[C:19](=[O:30])([O:25][C:26](Cl)(Cl)Cl)OC(Cl)(Cl)Cl.O[C@H]1[CH2:51][N:35]2[C:36](=[O:50])[N:37]([C:39]3[CH:44]=[CH:43][C:42]([O:45][C:46]([F:49])([F:48])[F:47])=[CH:41][CH:40]=3)[CH2:38][C@@H:34]2[CH2:33]1. Product: [O:50]=[C:36]1[N:35]2[CH2:51][C@H:26]([O:25][C:19](=[O:30])[NH:18][CH2:17][C:14]3[CH:15]=[CH:16][C:11]([F:10])=[CH:12][CH:13]=3)[CH2:33][C@H:34]2[CH2:38][N:37]1[C:39]1[CH:40]=[CH:41][C:42]([O:45][C:46]([F:49])([F:47])[F:48])=[CH:43][CH:44]=1. The catalyst class is: 46. (4) Reactant: CCN(C(C)C)C(C)C.[C:10]1([NH:16][C:17]2[CH:25]=[CH:24][C:20]([C:21]([OH:23])=O)=[CH:19][CH:18]=2)[CH:15]=[CH:14][CH:13]=[CH:12][CH:11]=1.CCN=C=NCCCN(C)C.C1C=CC2N(O)N=NC=2C=1.[NH2:47][CH2:48][C:49]([N:51]1[CH2:56][CH2:55][N:54]([C:57](=[O:67])[C:58]2[CH:63]=[C:62]([O:64][CH3:65])[CH:61]=[CH:60][C:59]=2[Br:66])[CH2:53][CH2:52]1)=[O:50].C(O)(C(F)(F)F)=O. Product: [Br:66][C:59]1[CH:60]=[CH:61][C:62]([O:64][CH3:65])=[CH:63][C:58]=1[C:57]([N:54]1[CH2:53][CH2:52][N:51]([C:49](=[O:50])[CH2:48][NH:47][C:21](=[O:23])[C:20]2[CH:19]=[CH:18][C:17]([NH:16][C:10]3[CH:11]=[CH:12][CH:13]=[CH:14][CH:15]=3)=[CH:25][CH:24]=2)[CH2:56][CH2:55]1)=[O:67]. The catalyst class is: 18.